This data is from Full USPTO retrosynthesis dataset with 1.9M reactions from patents (1976-2016). The task is: Predict the reactants needed to synthesize the given product. (1) Given the product [CH2:19]([O:18][N:17]1[C:15](=[O:16])[C:14]2[C:13](=[CH:29][C:28]([F:30])=[C:27]([F:31])[CH:26]=2)[NH:12][C:1]1=[O:2])[C:20]1[CH:21]=[CH:22][CH:23]=[CH:24][CH:25]=1, predict the reactants needed to synthesize it. The reactants are: [C:1](Cl)(Cl)=[O:2].C1(C)C=CC=CC=1.[NH2:12][C:13]1[CH:29]=[C:28]([F:30])[C:27]([F:31])=[CH:26][C:14]=1[C:15]([NH:17][O:18][CH2:19][C:20]1[CH:25]=[CH:24][CH:23]=[CH:22][CH:21]=1)=[O:16].O. (2) Given the product [ClH:31].[F:1][C:2]1[C:7]([O:8][CH2:9][CH2:10][CH2:11][C:12]#[CH:13])=[CH:6][CH:5]=[CH:4][C:3]=1[CH2:14][NH2:15], predict the reactants needed to synthesize it. The reactants are: [F:1][C:2]1[C:7]([O:8][CH2:9][CH2:10][CH2:11][C:12]#[CH:13])=[CH:6][CH:5]=[CH:4][C:3]=1[CH2:14][NH:15]C(=O)OC(C)(C)C.FC(F)(F)C(O)=O.C(Cl)(Cl)[Cl:31].